From a dataset of Forward reaction prediction with 1.9M reactions from USPTO patents (1976-2016). Predict the product of the given reaction. (1) Given the reactants [C:1]([O:5][C:6]([N:8]([C:16]1[C:21]([C:22]#[C:23][Si](C)(C)C)=[N:20][C:19]([N:28]2[CH2:33][CH2:32][N:31]([S:34]([CH2:37][CH3:38])(=[O:36])=[O:35])[CH2:30][CH2:29]2)=[CH:18][N:17]=1)[C:9](=[O:15])[O:10][C:11]([CH3:14])([CH3:13])[CH3:12])=[O:7])([CH3:4])([CH3:3])[CH3:2].C([O-])([O-])=O.[K+].[K+], predict the reaction product. The product is: [C:11]([O:10][C:9]([N:8]([C:16]1[C:21]([C:22]#[CH:23])=[N:20][C:19]([N:28]2[CH2:33][CH2:32][N:31]([S:34]([CH2:37][CH3:38])(=[O:35])=[O:36])[CH2:30][CH2:29]2)=[CH:18][N:17]=1)[C:6](=[O:7])[O:5][C:1]([CH3:3])([CH3:2])[CH3:4])=[O:15])([CH3:12])([CH3:13])[CH3:14]. (2) Given the reactants [CH3:1][N:2]1[CH2:7][CH2:6][N:5]([C:8]([C:10]2[CH:15]=[CH:14][C:13](B(O)O)=[CH:12][CH:11]=2)=[O:9])[CH2:4][CH2:3]1.[CH:19]1[C:31]2[CH2:30][C:29]3[C:24](=[CH:25][CH:26]=[CH:27][CH:28]=3)[C:23]=2[CH:22]=[CH:21][C:20]=1[C:32]1[S:36][C:35]([NH:37][C:38]([C:40]2[O:41][C:42](Br)=[CH:43][CH:44]=2)=[O:39])=[N:34][CH:33]=1.C([O-])([O-])=O.[K+].[K+], predict the reaction product. The product is: [CH:19]1[C:31]2[CH2:30][C:29]3[C:24](=[CH:25][CH:26]=[CH:27][CH:28]=3)[C:23]=2[CH:22]=[CH:21][C:20]=1[C:32]1[S:36][C:35]([NH:37][C:38]([C:40]2[O:41][C:42]([C:13]3[CH:14]=[CH:15][C:10]([C:8]([N:5]4[CH2:6][CH2:7][N:2]([CH3:1])[CH2:3][CH2:4]4)=[O:9])=[CH:11][CH:12]=3)=[CH:43][CH:44]=2)=[O:39])=[N:34][CH:33]=1.